This data is from CYP2C9 inhibition data for predicting drug metabolism from PubChem BioAssay. The task is: Regression/Classification. Given a drug SMILES string, predict its absorption, distribution, metabolism, or excretion properties. Task type varies by dataset: regression for continuous measurements (e.g., permeability, clearance, half-life) or binary classification for categorical outcomes (e.g., BBB penetration, CYP inhibition). Dataset: cyp2c9_veith. The drug is CCOC(=O)Nc1ccc2c(c1)N(C(=O)CCN1CCN(C)CC1)c1ccccc1S2.Cl. The result is 0 (non-inhibitor).